From a dataset of Catalyst prediction with 721,799 reactions and 888 catalyst types from USPTO. Predict which catalyst facilitates the given reaction. (1) Reactant: C(O)(=O)C(O)=O.[NH2:7][CH:8]([CH:21]([F:23])[F:22])[CH2:9][NH:10][C:11](=[O:20])[O:12][CH2:13][C:14]1[CH:19]=[CH:18][CH:17]=[CH:16][CH:15]=1.C(N(CC)CC)C.[C:31](O[C:31]([O:33][C:34]([CH3:37])([CH3:36])[CH3:35])=[O:32])([O:33][C:34]([CH3:37])([CH3:36])[CH3:35])=[O:32]. Product: [F:23][CH:21]([F:22])[CH:8]([NH:7][C:31](=[O:32])[O:33][C:34]([CH3:37])([CH3:36])[CH3:35])[CH2:9][NH:10][C:11](=[O:20])[O:12][CH2:13][C:14]1[CH:15]=[CH:16][CH:17]=[CH:18][CH:19]=1. The catalyst class is: 1. (2) Reactant: [F:1][C:2]1[CH:38]=[CH:37][C:5]([CH2:6][NH:7][C:8](=[O:36])[C:9]2[CH:14]=[CH:13][C:12]([S:15]([N:18]3[C:26]4[C:21](=[CH:22][CH:23]=[CH:24][CH:25]=4)[C:20](B4OC(C)(C)C(C)(C)O4)=[CH:19]3)(=[O:17])=[O:16])=[CH:11][CH:10]=2)=[CH:4][CH:3]=1.Br[C:40]1[CH:41]=[CH:42][C:43]([F:46])=[N:44][CH:45]=1.[F-].[Cs+]. Product: [F:1][C:2]1[CH:38]=[CH:37][C:5]([CH2:6][NH:7][C:8](=[O:36])[C:9]2[CH:14]=[CH:13][C:12]([S:15]([N:18]3[C:26]4[C:21](=[CH:22][CH:23]=[CH:24][CH:25]=4)[C:20]([C:40]4[CH:45]=[N:44][C:43]([F:46])=[CH:42][CH:41]=4)=[CH:19]3)(=[O:17])=[O:16])=[CH:11][CH:10]=2)=[CH:4][CH:3]=1. The catalyst class is: 339. (3) Reactant: [CH2:1]([O:8][C:9]([NH:11][C@H:12]1[CH2:16][CH2:15][N:14]([C@H:17]2[CH2:22][CH2:21][C@@H:20]([NH:23]CC#N)[CH2:19][C@H:18]2[NH:27][C:28](=[O:36])[O:29][CH2:30][CH2:31][Si:32]([CH3:35])([CH3:34])[CH3:33])[C:13]1=[O:37])=[O:10])[C:2]1[CH:7]=[CH:6][CH:5]=[CH:4][CH:3]=1.C1C=C(Cl)C=C(C(OO)=[O:46])C=1.[O-]S([O-])(=S)=O.[Na+].[Na+].C([O-])(O)=O.[Na+].NO.Cl. Product: [CH2:1]([O:8][C:9]([NH:11][C@H:12]1[CH2:16][CH2:15][N:14]([C@H:17]2[CH2:22][CH2:21][C@@H:20]([NH:23][OH:46])[CH2:19][C@H:18]2[NH:27][C:28](=[O:36])[O:29][CH2:30][CH2:31][Si:32]([CH3:35])([CH3:34])[CH3:33])[C:13]1=[O:37])=[O:10])[C:2]1[CH:7]=[CH:6][CH:5]=[CH:4][CH:3]=1. The catalyst class is: 98. (4) Product: [Cl:1][C:2]1[C:11]2[C:6](=[CH:7][C:8]([S:12]([N:40]([C:41]3[CH:45]=[CH:44][O:43][N:42]=3)[CH2:39][C:38]3[CH:37]=[CH:36][C:35]([O:34][CH3:33])=[CH:47][CH:46]=3)(=[O:14])=[O:15])=[CH:9][CH:10]=2)[CH:5]=[C:4]([Cl:27])[N:3]=1. The catalyst class is: 33. Reactant: [Cl:1][C:2]1[C:11]2[C:6](=[CH:7][C:8]([S:12]([O:15]C3C(F)=C(F)C(F)=C(F)C=3F)(=[O:14])=O)=[CH:9][CH:10]=2)[CH:5]=[C:4]([Cl:27])[N:3]=1.C1COCC1.[CH3:33][O:34][C:35]1[CH:47]=[CH:46][C:38]([CH2:39][NH:40][C:41]2[CH:45]=[CH:44][O:43][N:42]=2)=[CH:37][CH:36]=1.C[Si]([N-][Si](C)(C)C)(C)C.[Li+]. (5) Reactant: [Cl:1][C:2]1[C:15]([Cl:16])=[CH:14][C:5]2[NH:6][C:7]([CH2:9][C:10]([F:13])([F:12])[F:11])=[N:8][C:4]=2[CH:3]=1.[H-].[Na+].Br[CH2:20][C:21]([C:23]1[CH:28]=[CH:27][C:26]([N+:29]([O-:31])=[O:30])=[CH:25][CH:24]=1)=[O:22]. Product: [Cl:16][C:15]1[C:2]([Cl:1])=[CH:3][C:4]2[N:8]([CH2:20][C:21]([C:23]3[CH:24]=[CH:25][C:26]([N+:29]([O-:31])=[O:30])=[CH:27][CH:28]=3)=[O:22])[C:7]([CH2:9][C:10]([F:12])([F:13])[F:11])=[N:6][C:5]=2[CH:14]=1. The catalyst class is: 3. (6) Reactant: [CH2:1]([O:8][C:9]([N:11]1[CH2:16][CH2:15][C:14](=[O:17])[CH2:13][CH2:12]1)=[O:10])[C:2]1[CH:7]=[CH:6][CH:5]=[CH:4][CH:3]=1.C[Si]([N-][Si](C)(C)C)(C)C.[Li+].C1C=CC(N([S:35]([C:38]([F:41])([F:40])[F:39])(=[O:37])=[O:36])[S:35]([C:38]([F:41])([F:40])[F:39])(=[O:37])=[O:36])=CC=1. Product: [F:39][C:38]([F:41])([F:40])[S:35]([O:17][C:14]1[CH2:13][CH2:12][N:11]([C:9]([O:8][CH2:1][C:2]2[CH:7]=[CH:6][CH:5]=[CH:4][CH:3]=2)=[O:10])[CH2:16][CH:15]=1)(=[O:37])=[O:36]. The catalyst class is: 1. (7) Reactant: [Cl:1][C:2]1[CH:9]=[C:8]([O:10][C:11]2[CH:16]=[CH:15][C:14]([O:17]C)=[CH:13][C:12]=2[Cl:19])[CH:7]=[CH:6][C:3]=1[C:4]#[N:5].B(Br)(Br)Br.CO.O. Product: [Cl:1][C:2]1[CH:9]=[C:8]([O:10][C:11]2[CH:16]=[CH:15][C:14]([OH:17])=[CH:13][C:12]=2[Cl:19])[CH:7]=[CH:6][C:3]=1[C:4]#[N:5]. The catalyst class is: 4.